This data is from Full USPTO retrosynthesis dataset with 1.9M reactions from patents (1976-2016). The task is: Predict the reactants needed to synthesize the given product. (1) Given the product [CH:5]1([N:8]2[CH2:13][CH2:12][C:11]([S:21]([C:24]3[CH:25]=[CH:26][C:27]([C:30]4[CH:31]=[CH:32][C:33]([O:36][C:37]([F:41])([F:42])[CH:38]([F:40])[F:39])=[CH:34][CH:35]=4)=[CH:28][CH:29]=3)(=[O:22])=[O:23])([C:14]([NH:56][O:55][CH:50]3[CH2:51][CH2:52][CH2:53][CH2:54][O:49]3)=[O:16])[CH2:10][CH2:9]2)[CH2:7][CH2:6]1, predict the reactants needed to synthesize it. The reactants are: BrC(Br)C.[CH:5]1([N:8]2[CH2:13][CH2:12][C:11]([S:21]([C:24]3[CH:29]=[CH:28][C:27]([C:30]4[CH:35]=[CH:34][C:33]([O:36][C:37]([F:42])([F:41])[CH:38]([F:40])[F:39])=[CH:32][CH:31]=4)=[CH:26][CH:25]=3)(=[O:23])=[O:22])([C:14]([O:16]C(C)(C)C)=O)[CH2:10][CH2:9]2)[CH2:7][CH2:6]1.CC(N(C)C)=O.[O:49]1[CH2:54][CH2:53][CH2:52][CH2:51][CH:50]1[O:55][NH:56]C(C1(S(C2C=CC(C3C=NC(CCCC(F)(F)F)=CN=3)=CC=2)(=O)=O)CCOCC1)=O. (2) Given the product [F:1][C:2]1[CH:9]=[C:8]([O:10][CH2:11][C:12]2[CH:13]=[N:14][C:15]([O:18][CH3:19])=[CH:16][CH:17]=2)[C:7]([O:20][CH3:21])=[CH:6][C:3]=1[CH2:4][NH2:5], predict the reactants needed to synthesize it. The reactants are: [F:1][C:2]1[CH:9]=[C:8]([O:10][CH2:11][C:12]2[CH:13]=[N:14][C:15]([O:18][CH3:19])=[CH:16][CH:17]=2)[C:7]([O:20][CH3:21])=[CH:6][C:3]=1[C:4]#[N:5].[H-].[Al+3].[Li+].[H-].[H-].[H-]. (3) Given the product [OH:1][NH:4][C:8](=[O:7])/[CH:9]=[CH:10]/[C:11]1[CH:16]=[CH:15][C:14]([CH2:17][NH:18][CH2:19][CH2:20][C:21]2[C:29]3[C:24](=[CH:25][CH:26]=[CH:27][CH:28]=3)[NH:23][CH:22]=2)=[CH:13][CH:12]=1, predict the reactants needed to synthesize it. The reactants are: [OH-:1].[K+].O[NH2:4].Cl.C[O:7][C:8](=O)/[CH:9]=[CH:10]/[C:11]1[CH:16]=[CH:15][C:14]([CH2:17][NH:18][CH2:19][CH2:20][C:21]2[C:29]3[C:24](=[CH:25][CH:26]=[CH:27][CH:28]=3)[NH:23][CH:22]=2)=[CH:13][CH:12]=1.ON.C(=O)=O.